This data is from Reaction yield outcomes from USPTO patents with 853,638 reactions. The task is: Predict the reaction yield, written as a fraction of the theoretical maximum amount of product (1.0 means a 100% yield; for example, 0.34 means a 34% yield). The reactants are [SH:1][CH2:2][CH2:3][C:4]([O:6][CH3:7])=[O:5].[Br:8][CH2:9][CH2:10]Br. The catalyst is CCN(C(C)C)C(C)C. The product is [Br:8][CH2:9][CH2:10][S:1][CH2:2][CH2:3][C:4]([O:6][CH3:7])=[O:5]. The yield is 0.780.